From a dataset of Catalyst prediction with 721,799 reactions and 888 catalyst types from USPTO. Predict which catalyst facilitates the given reaction. (1) Reactant: C([O:3][C:4]([CH:6]1[CH2:8][CH:7]1[CH2:9][NH:10][C@:11]12[CH2:46][CH2:45][C@@H:44]([C:47]([CH3:49])=[CH2:48])[C@@H:12]1[C@@H:13]1[C@@:26]([CH3:29])([CH2:27][CH2:28]2)[C@@:25]2([CH3:30])[C@@H:16]([C@:17]3([CH3:43])[C@@H:22]([CH2:23][CH2:24]2)[C:21]([CH3:32])([CH3:31])[C:20]([C:33]2[CH:42]=[CH:41][C:36]([C:37]([O:39]C)=[O:38])=[CH:35][CH:34]=2)=[CH:19][CH2:18]3)[CH2:15][CH2:14]1)=[O:5])C.[OH-].[Na+]. Product: [C:4]([CH:6]1[CH2:8][CH:7]1[CH2:9][NH:10][C@:11]12[CH2:46][CH2:45][C@@H:44]([C:47]([CH3:49])=[CH2:48])[C@@H:12]1[C@@H:13]1[C@@:26]([CH3:29])([CH2:27][CH2:28]2)[C@@:25]2([CH3:30])[C@@H:16]([C@:17]3([CH3:43])[C@@H:22]([CH2:23][CH2:24]2)[C:21]([CH3:32])([CH3:31])[C:20]([C:33]2[CH:42]=[CH:41][C:36]([C:37]([OH:39])=[O:38])=[CH:35][CH:34]=2)=[CH:19][CH2:18]3)[CH2:15][CH2:14]1)([OH:5])=[O:3]. The catalyst class is: 12. (2) Reactant: [Cl:1][C:2]1[CH:10]=[C:9]2[C:5]([C:6]([C:11]([C:13]3[C:14](Cl)=[N:15][CH:16]=[CH:17][N:18]=3)=[O:12])=[CH:7][NH:8]2)=[CH:4][CH:3]=1.[F:20][C:21]1[CH:28]=[CH:27][C:24]([CH2:25][NH2:26])=[CH:23][CH:22]=1.CO.C(Cl)Cl. Product: [Cl:1][C:2]1[CH:10]=[C:9]2[C:5]([C:6]([C:11]([C:13]3[C:14]([NH:26][CH2:25][C:24]4[CH:27]=[CH:28][C:21]([F:20])=[CH:22][CH:23]=4)=[N:15][CH:16]=[CH:17][N:18]=3)=[O:12])=[CH:7][NH:8]2)=[CH:4][CH:3]=1. The catalyst class is: 16. (3) Reactant: [Br:1][C:2]1[CH:3]=[CH:4][C:5]2[N:6]([C:8](I)=[CH:9][N:10]=2)[N:7]=1.CCN(C(C)C)[CH:15]([CH3:17])[CH3:16].C#CC. Product: [Br:1][C:2]1[CH:3]=[CH:4][C:5]2[N:6]([C:8]([C:16]#[C:15][CH3:17])=[CH:9][N:10]=2)[N:7]=1. The catalyst class is: 538. (4) Reactant: Cl.[C:2]1([CH:8]([C:40]2[CH:45]=[CH:44][CH:43]=[CH:42][CH:41]=2)[CH2:9][NH:10][C:11]2[N:19]=[C:18]([CH2:20][NH:21][C:22](=[O:33])[N:23]([CH3:32])[CH2:24][CH2:25][C:26]3[CH:31]=[CH:30][CH:29]=[CH:28][N:27]=3)[N:17]=[C:16]3[C:12]=2[N:13]=[CH:14][N:15]3C2CCCCO2)[CH:7]=[CH:6][CH:5]=[CH:4][CH:3]=1. Product: [C:40]1([CH:8]([C:2]2[CH:3]=[CH:4][CH:5]=[CH:6][CH:7]=2)[CH2:9][NH:10][C:11]2[N:19]=[C:18]([CH2:20][NH:21][C:22](=[O:33])[N:23]([CH3:32])[CH2:24][CH2:25][C:26]3[CH:31]=[CH:30][CH:29]=[CH:28][N:27]=3)[N:17]=[C:16]3[C:12]=2[N:13]=[CH:14][NH:15]3)[CH:41]=[CH:42][CH:43]=[CH:44][CH:45]=1. The catalyst class is: 5. (5) Reactant: [Br:1][C:2]1[CH:3]=[C:4]([C:10](=[O:12])[CH3:11])[CH:5]=[C:6]([Br:9])[C:7]=1[OH:8].O.[C:14]([OH:18])(=[O:17])[CH:15]=O. Product: [Br:1][C:2]1[CH:3]=[C:4]([C:10](=[O:12])/[CH:11]=[CH:15]/[C:14]([OH:18])=[O:17])[CH:5]=[C:6]([Br:9])[C:7]=1[OH:8]. The catalyst class is: 15. (6) Reactant: [CH2:1]([NH:8][C:9](=O)[C:10]1[CH:15]=[CH:14][CH:13]=[N:12][CH:11]=1)[C:2]1[CH:7]=[CH:6][CH:5]=[CH:4][CH:3]=1.P(Cl)(Cl)(Cl)(Cl)[Cl:18]. Product: [CH2:1]([N:8]=[C:9]([Cl:18])[C:10]1[CH:15]=[CH:14][CH:13]=[N:12][CH:11]=1)[C:2]1[CH:7]=[CH:6][CH:5]=[CH:4][CH:3]=1. The catalyst class is: 2. (7) Reactant: C([N-]C(C)C)(C)C.[Li+].CCCCCCC.C1COCC1.C(C1C=CC=CC=1)C.[CH2:29]([O:31][C:32](=[O:36])[CH:33]([CH3:35])[CH3:34])[CH3:30].[CH2:37]([O:44][C:45]([N:47]1[CH2:52][CH2:51][C:50](=[O:53])[CH2:49][CH2:48]1)=[O:46])[C:38]1[CH:43]=[CH:42][CH:41]=[CH:40][CH:39]=1. Product: [CH2:37]([O:44][C:45]([N:47]1[CH2:52][CH2:51][C:50]([C:33]([C:32]([O:31][CH2:29][CH3:30])=[O:36])([CH3:35])[CH3:34])([OH:53])[CH2:49][CH2:48]1)=[O:46])[C:38]1[CH:43]=[CH:42][CH:41]=[CH:40][CH:39]=1. The catalyst class is: 1.